This data is from Full USPTO retrosynthesis dataset with 1.9M reactions from patents (1976-2016). The task is: Predict the reactants needed to synthesize the given product. (1) Given the product [CH2:1]([NH:5][C:6]([C:8]1[C:17]2[C:12](=[CH:13][C:14]([O:18][C:19]3[C:28]4[C:23](=[CH:24][C:25]([O:29][CH2:31][CH2:32][N:33]5[CH2:37][CH2:36][CH2:35][CH2:34]5)=[CH:26][CH:27]=4)[N:22]=[CH:21][CH:20]=3)=[CH:15][CH:16]=2)[CH:11]=[CH:10][CH:9]=1)=[O:7])[CH2:2][CH2:3][CH3:4], predict the reactants needed to synthesize it. The reactants are: [CH2:1]([NH:5][C:6]([C:8]1[C:17]2[C:12](=[CH:13][C:14]([O:18][C:19]3[C:28]4[C:23](=[CH:24][C:25]([OH:29])=[CH:26][CH:27]=4)[N:22]=[CH:21][CH:20]=3)=[CH:15][CH:16]=2)[CH:11]=[CH:10][CH:9]=1)=[O:7])[CH2:2][CH2:3][CH3:4].Cl[CH2:31][CH2:32][N:33]1[CH2:37][CH2:36][CH2:35][CH2:34]1.CNC(C1C2C(=CC(OC3C4C(=CC(OCCN5CCOCC5)=CC=4)N=CC=3)=CC=2)C=CC=1)=O. (2) Given the product [CH3:36][O:35][C:33](=[O:34])[C:32]1[CH:37]=[CH:38][C:29]([O:15][CH2:14][CH:13]([N:12]2[C:11]3[CH:22]=[C:23]([F:27])[C:24]([F:26])=[CH:25][C:10]=3[N:9]=[C:8]2[C:5]2[CH:6]=[CH:7][C:2]([Cl:1])=[CH:3][CH:4]=2)[CH:16]2[CH2:17][CH2:18][CH2:19][CH2:20][CH2:21]2)=[N:30][CH:31]=1, predict the reactants needed to synthesize it. The reactants are: [Cl:1][C:2]1[CH:7]=[CH:6][C:5]([C:8]2[N:12]([CH:13]([CH:16]3[CH2:21][CH2:20][CH2:19][CH2:18][CH2:17]3)[CH2:14][OH:15])[C:11]3[CH:22]=[C:23]([F:27])[C:24]([F:26])=[CH:25][C:10]=3[N:9]=2)=[CH:4][CH:3]=1.O[C:29]1[CH:38]=[CH:37][C:32]([C:33]([O:35][CH3:36])=[O:34])=[CH:31][N:30]=1.N(C(OC(C)(C)C)=O)=NC(OC(C)(C)C)=O. (3) Given the product [F:1][C:2]1[CH:7]=[C:6]([C:32]2[N:37]=[N:36][C:35]([N:38]([CH3:49])[CH:39]3[CH2:44][C:43]([CH3:45])([CH3:46])[NH:42][C:41]([CH3:48])([CH3:47])[CH2:40]3)=[CH:34][CH:33]=2)[C:5]([O:17][CH3:18])=[CH:4][C:3]=1[C:19]1[CH:20]=[N:21][N:22]([C:24]([O:26][C:27]([CH3:28])([CH3:29])[CH3:30])=[O:25])[CH:23]=1, predict the reactants needed to synthesize it. The reactants are: [F:1][C:2]1[CH:7]=[C:6](B2OC(C)(C)C(C)(C)O2)[C:5]([O:17][CH3:18])=[CH:4][C:3]=1[C:19]1[CH:20]=[N:21][N:22]([C:24]([O:26][C:27]([CH3:30])([CH3:29])[CH3:28])=[O:25])[CH:23]=1.Cl[C:32]1[N:37]=[N:36][C:35]([N:38]([CH3:49])[CH:39]2[CH2:44][C:43]([CH3:46])([CH3:45])[NH:42][C:41]([CH3:48])([CH3:47])[CH2:40]2)=[CH:34][CH:33]=1.P([O-])([O-])([O-])=O.[K+].[K+].[K+].COC1C=CC=C(OC)C=1C1C=CC=CC=1P(C1CCCCC1)C1CCCCC1. (4) Given the product [CH3:15][O:14][C:12]1[CH:11]=[CH:10][C:9]2[C:3](=[CH:2][C:26]3[CH:27]=[CH:28][CH:29]=[CH:30][C:25]=3[NH:24][S:21]([CH3:20])(=[O:23])=[O:22])[C:4]3[CH:19]=[CH:18][CH:17]=[CH:16][C:5]=3[CH2:6][CH2:7][C:8]=2[CH:13]=1, predict the reactants needed to synthesize it. The reactants are: Br[CH:2]=[C:3]1[C:9]2[CH:10]=[CH:11][C:12]([O:14][CH3:15])=[CH:13][C:8]=2[CH2:7][CH2:6][C:5]2[CH:16]=[CH:17][CH:18]=[CH:19][C:4]1=2.[CH3:20][S:21]([NH:24][C:25]1[CH:30]=[CH:29][C:28](B(O)O)=[CH:27][CH:26]=1)(=[O:23])=[O:22]. (5) Given the product [N+:1]([CH2:3][C:4]([N:8]1[CH2:13][CH2:12][O:11][CH2:10][CH2:9]1)=[O:5])#[C-:2], predict the reactants needed to synthesize it. The reactants are: [N+:1]([CH2:3][C:4](OC)=[O:5])#[C-:2].[NH:8]1[CH2:13][CH2:12][O:11][CH2:10][CH2:9]1. (6) Given the product [C:16]([O:20][C:21]([N:23]1[CH2:24][CH2:25][C:26](=[C:29]([C:30]2[CH:31]=[CH:32][CH:33]=[CH:34][CH:35]=2)[C:3]2[CH:4]=[N:5][CH:6]=[C:7]([CH2:9][CH2:10][C:11]([OH:13])=[O:12])[CH:8]=2)[CH2:27][CH2:28]1)=[O:22])([CH3:19])([CH3:17])[CH3:18], predict the reactants needed to synthesize it. The reactants are: C[Sn](C)(C)[C:3]1[CH:4]=[N:5][CH:6]=[C:7]([CH2:9][CH2:10][C:11]([OH:13])=[O:12])[CH:8]=1.[C:16]([O:20][C:21]([N:23]1[CH2:28][CH2:27][C:26](=[C:29](Br)[C:30]2[CH:35]=[CH:34][CH:33]=[CH:32][CH:31]=2)[CH2:25][CH2:24]1)=[O:22])([CH3:19])([CH3:18])[CH3:17]. (7) Given the product [F:1][C:2]1[C:3]([O:22][CH3:23])=[CH:4][CH:5]=[C:6]2[C:10]=1[C:9](=[O:11])[N:8]([CH2:12][C@H:13]1[CH2:14][CH2:15][C@H:16]([C:19]([N:39]([O:40][CH3:41])[CH3:38])=[O:21])[CH2:17][CH2:18]1)[CH2:7]2, predict the reactants needed to synthesize it. The reactants are: [F:1][C:2]1[C:3]([O:22][CH3:23])=[CH:4][CH:5]=[C:6]2[C:10]=1[C:9](=[O:11])[N:8]([CH2:12][C@H:13]1[CH2:18][CH2:17][C@H:16]([C:19]([OH:21])=O)[CH2:15][CH2:14]1)[CH2:7]2.CN1CCCCC1.ClC(OCC)=O.Cl.[CH3:38][NH:39][O:40][CH3:41]. (8) Given the product [Cl:26][C:23]1[CH:22]=[CH:21][C:20]([C@@:16]2([OH:19])[CH2:17][CH2:18][N:13]([C:11](=[O:12])[C@H:10]([NH:9][C:7](=[O:8])[C:6]3[CH:32]=[CH:33][CH:34]=[C:4]([C:1](=[O:3])/[CH:2]=[CH:35]/[N:36]([CH3:38])[CH3:37])[CH:5]=3)[CH:29]([CH3:30])[CH3:31])[CH2:14][C:15]2([CH3:28])[CH3:27])=[CH:25][CH:24]=1, predict the reactants needed to synthesize it. The reactants are: [C:1]([C:4]1[CH:5]=[C:6]([CH:32]=[CH:33][CH:34]=1)[C:7]([NH:9][C@H:10]([CH:29]([CH3:31])[CH3:30])[C:11]([N:13]1[CH2:18][CH2:17][C@@:16]([C:20]2[CH:25]=[CH:24][C:23]([Cl:26])=[CH:22][CH:21]=2)([OH:19])[C:15]([CH3:28])([CH3:27])[CH2:14]1)=[O:12])=[O:8])(=[O:3])[CH3:2].[CH3:35][N:36]([CH:38](OC)OC)[CH3:37].